Task: Regression. Given a peptide amino acid sequence and an MHC pseudo amino acid sequence, predict their binding affinity value. This is MHC class II binding data.. Dataset: Peptide-MHC class II binding affinity with 134,281 pairs from IEDB (1) The MHC is H-2-IAb with pseudo-sequence H-2-IAb. The binding affinity (normalized) is 0.498. The peptide sequence is KLNNQFGSVPALTIA. (2) The peptide sequence is PGQQRSIQDNQVAYL. The MHC is HLA-DQA10201-DQB10301 with pseudo-sequence HLA-DQA10201-DQB10301. The binding affinity (normalized) is 0.299.